Dataset: Full USPTO retrosynthesis dataset with 1.9M reactions from patents (1976-2016). Task: Predict the reactants needed to synthesize the given product. (1) Given the product [C:1]([CH2:2][C:14]([C@@H:10]1[CH2:11][CH2:12][CH2:13][N:9]1[C:18]([O:20][C:21]([CH3:24])([CH3:23])[CH3:22])=[O:19])=[O:15])#[N:3], predict the reactants needed to synthesize it. The reactants are: [C:1](#[N:3])[CH3:2].C([Li])CCC.[N:9]1([C:18]([O:20][C:21]([CH3:24])([CH3:23])[CH3:22])=[O:19])[CH2:13][CH2:12][CH2:11][C@H:10]1[C:14](OC)=[O:15].Cl. (2) Given the product [C:6]1([CH3:16])[CH:11]=[CH:10][C:9]([S:12]([O:5][CH2:1][CH:2]([OH:4])[CH3:3])(=[O:14])=[O:13])=[CH:8][CH:7]=1, predict the reactants needed to synthesize it. The reactants are: [CH2:1]([OH:5])[CH:2]([OH:4])[CH3:3].[C:6]1([CH3:16])[CH:11]=[CH:10][C:9]([S:12](Cl)(=[O:14])=[O:13])=[CH:8][CH:7]=1.C(N(CC)CC)C. (3) Given the product [CH3:1][N:2]([CH3:32])[C:3]([C:5]1[N:26]([CH:27]2[CH2:31][CH2:30][CH2:29][CH2:28]2)[C:8]2[N:9]=[C:10]([NH:13][C:14]3[N:19]=[CH:18][C:17]([CH:20]4[CH2:25][CH2:24][N:23]([CH2:34][CH2:35][OH:36])[CH2:22][CH2:21]4)=[CH:16][CH:15]=3)[N:11]=[CH:12][C:7]=2[CH:6]=1)=[O:4], predict the reactants needed to synthesize it. The reactants are: [CH3:1][N:2]([CH3:32])[C:3]([C:5]1[N:26]([CH:27]2[CH2:31][CH2:30][CH2:29][CH2:28]2)[C:8]2[N:9]=[C:10]([NH:13][C:14]3[N:19]=[CH:18][C:17]([CH:20]4[CH2:25][CH2:24][NH:23][CH2:22][CH2:21]4)=[CH:16][CH:15]=3)[N:11]=[CH:12][C:7]=2[CH:6]=1)=[O:4].Br[CH2:34][CH2:35][OH:36]. (4) Given the product [N+:22]([C:19]1[N:20]=[CH:21][C:16]([N:7]2[CH2:6][CH2:5][N:4]([C:8]([O:10][C:11]([CH3:14])([CH3:13])[CH3:12])=[O:9])[CH2:3][C:2]2=[O:1])=[CH:17][CH:18]=1)([O-:24])=[O:23], predict the reactants needed to synthesize it. The reactants are: [O:1]=[C:2]1[NH:7][CH2:6][CH2:5][N:4]([C:8]([O:10][C:11]([CH3:14])([CH3:13])[CH3:12])=[O:9])[CH2:3]1.Br[C:16]1[CH:17]=[CH:18][C:19]([N+:22]([O-:24])=[O:23])=[N:20][CH:21]=1.CC1(C)C2C(=C(P(C3C=CC=CC=3)C3C=CC=CC=3)C=CC=2)OC2C(P(C3C=CC=CC=3)C3C=CC=CC=3)=CC=CC1=2.C([O-])([O-])=O.[Cs+].[Cs+].